From a dataset of Catalyst prediction with 721,799 reactions and 888 catalyst types from USPTO. Predict which catalyst facilitates the given reaction. (1) Reactant: [C:1]([O:5][C:6](=[O:20])[C:7]([O:10][C:11]1[CH:16]=[CH:15][C:14]([Cl:17])=[CH:13][C:12]=1[CH:18]=O)([CH3:9])[CH3:8])([CH3:4])([CH3:3])[CH3:2].[Cl:21][C:22]1[CH:30]=[C:29]2[C:25]([CH2:26][C:27](=[O:31])[NH:28]2)=[CH:24][CH:23]=1.N1CCCCC1. Product: [C:1]([O:5][C:6](=[O:20])[C:7]([O:10][C:11]1[CH:16]=[CH:15][C:14]([Cl:17])=[CH:13][C:12]=1/[CH:18]=[C:26]1\[C:27](=[O:31])[NH:28][C:29]2[C:25]\1=[CH:24][CH:23]=[C:22]([Cl:21])[CH:30]=2)([CH3:9])[CH3:8])([CH3:4])([CH3:3])[CH3:2]. The catalyst class is: 5. (2) Reactant: [CH2:1]([NH2:4])[CH2:2][NH2:3].[C:5]([O:9][C:10](O[C:10]([O:9][C:5]([CH3:8])([CH3:7])[CH3:6])=[O:11])=[O:11])([CH3:8])([CH3:7])[CH3:6]. Product: [C:5]([O:9][C:10]([NH:3][CH2:2][CH2:1][NH2:4])=[O:11])([CH3:8])([CH3:7])[CH3:6]. The catalyst class is: 2. (3) Reactant: [F:1][C:2]1[CH:7]=[C:6]([N+:8]([O-:10])=[O:9])[CH:5]=[CH:4][C:3]=1[C:11]([CH3:15])([CH3:14])[CH2:12][NH2:13].[C:16](Cl)(=[O:18])[CH3:17].C(N(CC)CC)C. Product: [F:1][C:2]1[CH:7]=[C:6]([N+:8]([O-:10])=[O:9])[CH:5]=[CH:4][C:3]=1[C:11]([CH3:15])([CH3:14])[CH2:12][NH:13][C:16](=[O:18])[CH3:17]. The catalyst class is: 2. (4) Reactant: [Cl:1][C:2]1[CH:7]=[CH:6][CH:5]=[CH:4][C:3]=1[CH:8]([N:18]([C:33]1[CH:38]=[CH:37][CH:36]=[C:35]([F:39])[CH:34]=1)[C:19]([C@@H:21]1[CH2:25][N:24]([CH2:26][C:27]([O:29][CH2:30][CH3:31])=[O:28])[C:23](=[O:32])[NH:22]1)=[O:20])[C:9]([NH:11][CH:12]1[CH2:15][C:14]([F:17])([F:16])[CH2:13]1)=[O:10].Br[C:41]1[CH:42]=[C:43]([CH:46]=[CH:47][N:48]=1)[C:44]#[N:45].C([O-])([O-])=O.[Cs+].[Cs+]. Product: [Cl:1][C:2]1[CH:7]=[CH:6][CH:5]=[CH:4][C:3]=1[CH:8]([N:18]([C:33]1[CH:38]=[CH:37][CH:36]=[C:35]([F:39])[CH:34]=1)[C:19]([C@@H:21]1[CH2:25][N:24]([CH2:26][C:27]([O:29][CH2:30][CH3:31])=[O:28])[C:23](=[O:32])[N:22]1[C:41]1[CH:42]=[C:43]([C:44]#[N:45])[CH:46]=[CH:47][N:48]=1)=[O:20])[C:9]([NH:11][CH:12]1[CH2:15][C:14]([F:17])([F:16])[CH2:13]1)=[O:10]. The catalyst class is: 102. (5) Reactant: O[N:2]1C2C=CC=CC=2N=N1.CCN=C=NCCCN(C)C.Cl.C(N(CC)C(C)C)(C)C.[C:32]([O:36][C:37]([N:39]1[CH2:43][CH2:42][CH:41]([C:44]2[CH:49]=[CH:48][C:47]([NH:50][C:51]3[N:56]=[C:55]([CH2:57][CH2:58][C:59]4[CH:64]=[CH:63][CH:62]=[CH:61][C:60]=4[CH2:65][C:66]([O-])=[O:67])[C:54]([C:69]([F:72])([F:71])[F:70])=[CH:53][N:52]=3)=[CH:46][CH:45]=2)[CH2:40]1)=[O:38])([CH3:35])([CH3:34])[CH3:33].[Li+].C(=O)([O-])[O-].[NH4+].[NH4+]. Product: [NH2:2][C:66](=[O:67])[CH2:65][C:60]1[CH:61]=[CH:62][CH:63]=[CH:64][C:59]=1[CH2:58][CH2:57][C:55]1[C:54]([C:69]([F:70])([F:72])[F:71])=[CH:53][N:52]=[C:51]([NH:50][C:47]2[CH:48]=[CH:49][C:44]([CH:41]3[CH2:42][CH2:43][N:39]([C:37]([O:36][C:32]([CH3:35])([CH3:33])[CH3:34])=[O:38])[CH2:40]3)=[CH:45][CH:46]=2)[N:56]=1. The catalyst class is: 118. (6) Reactant: [NH2:1][C:2]1[NH:6][N:5]=[C:4]([NH:7][C:8]2[CH:13]=[CH:12][CH:11]=[C:10]([Cl:14])[CH:9]=2)[C:3]=1[C:15]([NH2:17])=[O:16].[OH:18][C:19]1[CH:26]=[CH:25][C:22]([CH:23]=O)=[CH:21][CH:20]=1.N1CCCCC1. Product: [Cl:14][C:10]1[CH:9]=[C:8]([NH:7][C:4]2[C:3]([C:15]([NH2:17])=[O:16])=[C:2]([N:1]=[CH:23][C:22]3[CH:25]=[CH:26][C:19]([OH:18])=[CH:20][CH:21]=3)[NH:6][N:5]=2)[CH:13]=[CH:12][CH:11]=1. The catalyst class is: 8.